From a dataset of Forward reaction prediction with 1.9M reactions from USPTO patents (1976-2016). Predict the product of the given reaction. (1) Given the reactants [Mg].Br[C:3]1[CH:8]=[CH:7][CH:6]=[CH:5][C:4]=1[C:9]1[CH:14]=[CH:13][CH:12]=[CH:11][CH:10]=1.[Br:15][C:16]1[CH:28]=[CH:27][C:26]2[C:25]3[C:20](=[CH:21][CH:22]=[CH:23][CH:24]=3)[C:19](=[O:29])[C:18]=2[CH:17]=1, predict the reaction product. The product is: [C:4]1([C:9]2[CH:14]=[CH:13][CH:12]=[CH:11][CH:10]=2)[CH:5]=[CH:6][CH:7]=[CH:8][C:3]=1[C:19]1([OH:29])[C:18]2[CH:17]=[C:16]([Br:15])[CH:28]=[CH:27][C:26]=2[C:25]2[C:20]1=[CH:21][CH:22]=[CH:23][CH:24]=2. (2) Given the reactants [Cl:1][C:2]1[CH:7]=[CH:6][N:5]=[C:4]2[CH:8]=[C:9]([C:11]([N:13]3[CH2:17][CH2:16][CH2:15][CH2:14]3)=[O:12])[S:10][C:3]=12.[NH:18]1[CH2:22]CC[CH2:19]1.CN(C)[C@@H]1CCNC1, predict the reaction product. The product is: [Cl:1][C:2]1[CH:7]=[CH:6][N:5]=[C:4]2[CH:8]=[C:9]([C:11]([N:13]3[CH2:17][CH2:16][C@@H:15]([N:18]([CH3:22])[CH3:19])[CH2:14]3)=[O:12])[S:10][C:3]=12. (3) Given the reactants [NH:1]1[C:9]2[C:4](=[CH:5][CH:6]=[CH:7][CH:8]=2)[C:3](/[CH:10]=[CH:11]/[C:12]2[CH:20]=[CH:19][C:15]([C:16]([OH:18])=O)=[CH:14][CH:13]=2)=[N:2]1.Cl.C([O:24][C:25](=[O:29])[CH2:26][NH:27][CH3:28])C.O.ON1C2C=CC=CC=2N=N1.Cl.C(N=C=NCCCN(C)C)C.CN1CCOCC1, predict the reaction product. The product is: [CH3:28][N:27]([CH2:26][C:25]([OH:29])=[O:24])[C:16](=[O:18])[C:15]1[CH:14]=[CH:13][C:12](/[CH:11]=[CH:10]/[C:3]2[C:4]3[C:9](=[CH:8][CH:7]=[CH:6][CH:5]=3)[NH:1][N:2]=2)=[CH:20][CH:19]=1. (4) The product is: [C:12]([O-:27])(=[O:26])[CH2:13][CH2:14][CH2:15][CH2:16][CH2:17][CH2:18][CH2:19][CH2:20][CH2:21][CH2:22][CH2:23][CH2:24][CH3:25].[Cd+2:5].[C:28]([O-:43])(=[O:42])[CH2:29][CH2:30][CH2:31][CH2:32][CH2:33][CH2:34][CH2:35][CH2:36][CH2:37][CH2:38][CH2:39][CH2:40][CH3:41]. Given the reactants [N+]([O-])([O-])=O.[Cd+2:5].[N+]([O-])([O-])=O.[OH-].[Na+].[C:12]([OH:27])(=[O:26])[CH2:13][CH2:14][CH2:15][CH2:16][CH2:17][CH2:18][CH2:19][CH2:20][CH2:21][CH2:22][CH2:23][CH2:24][CH3:25].[C:28]([O-:43])(=[O:42])[CH2:29][CH2:30][CH2:31][CH2:32][CH2:33][CH2:34][CH2:35][CH2:36][CH2:37][CH2:38][CH2:39][CH2:40][CH3:41].[Na+], predict the reaction product. (5) Given the reactants [NH2:1][C:2]1[CH:10]=[CH:9][C:8]([S:11][CH3:12])=[CH:7][C:3]=1[C:4]([OH:6])=[O:5].ClCCCl.[F:17][C:18]([F:23])([F:22])[CH2:19][CH:20]=O.C(O[BH-](OC(=O)C)OC(=O)C)(=O)C.[Na+], predict the reaction product. The product is: [CH3:12][S:11][C:8]1[CH:9]=[CH:10][C:2]([NH:1][CH2:20][CH2:19][C:18]([F:23])([F:22])[F:17])=[C:3]([CH:7]=1)[C:4]([OH:6])=[O:5]. (6) Given the reactants C(OC1C(=O)N=C(CC2(C3C4C(=CC=CC=4)C=CC=3)CCCC2)N2CCNC(=O)C=12)C1C=CC=CC=1.[CH2:37]([N:44]([CH2:75][CH2:76]O)[C:45]([C:47]1[C:52]([O:53][CH2:54][C:55]2[CH:60]=[CH:59][CH:58]=[CH:57][CH:56]=2)=[C:51]([OH:61])[N:50]=[C:49]([CH2:62][C:63]2([C:68]3[CH:73]=[CH:72][C:71]([Cl:74])=[CH:70][CH:69]=3)[CH2:67][CH2:66][CH2:65][CH2:64]2)[N:48]=1)=[O:46])[C:38]1[CH:43]=[CH:42][CH:41]=[CH:40][CH:39]=1, predict the reaction product. The product is: [CH2:37]([N:44]1[CH2:75][CH2:76][N:48]2[C:49]([CH2:62][C:63]3([C:68]4[CH:69]=[CH:70][C:71]([Cl:74])=[CH:72][CH:73]=4)[CH2:64][CH2:65][CH2:66][CH2:67]3)=[N:50][C:51](=[O:61])[C:52]([O:53][CH2:54][C:55]3[CH:56]=[CH:57][CH:58]=[CH:59][CH:60]=3)=[C:47]2[C:45]1=[O:46])[C:38]1[CH:43]=[CH:42][CH:41]=[CH:40][CH:39]=1.